From a dataset of Forward reaction prediction with 1.9M reactions from USPTO patents (1976-2016). Predict the product of the given reaction. (1) Given the reactants [CH:1]1([C:4]2[C:13]([CH2:14][C:15]3[CH:20]=[CH:19][C:18]([N:21]4[CH:25]=[CH:24][CH:23]=[N:22]4)=[CH:17][CH:16]=3)=[C:12]([CH3:26])[C:11]3[C:10]([OH:27])=[CH:9][CH:8]=[C:7]([F:28])[C:6]=3[N:5]=2)[CH2:3][CH2:2]1.CN(C)C=O.C(=O)([O-])[O-].[K+].[K+].[CH3:40][O:41][C:42](=[O:46])[C@H:43](Cl)[CH3:44], predict the reaction product. The product is: [CH3:40][O:41][C:42](=[O:46])[C@@H:43]([O:27][C:10]1[CH:9]=[CH:8][C:7]([F:28])=[C:6]2[C:11]=1[C:12]([CH3:26])=[C:13]([CH2:14][C:15]1[CH:20]=[CH:19][C:18]([N:21]3[CH:25]=[CH:24][CH:23]=[N:22]3)=[CH:17][CH:16]=1)[C:4]([CH:1]1[CH2:2][CH2:3]1)=[N:5]2)[CH3:44]. (2) The product is: [CH3:20][O:21][C:22]([C:23]1[N:24]=[CH:17][C:5]2[C:4]([C:3]=1[OH:19])=[CH:9][CH:8]=[C:7]([O:10][C:11]1[CH:12]=[CH:13][CH:14]=[CH:15][CH:16]=1)[CH:6]=2)=[O:35]. Given the reactants CO[C:3](=[O:19])[C:4]1[CH:9]=[CH:8][C:7]([O:10][C:11]2[CH:16]=[CH:15][CH:14]=[CH:13][CH:12]=2)=[CH:6][C:5]=1[CH2:17]Cl.[CH3:20][O:21][C:22](=[O:35])[CH2:23][NH:24]S(C1C=CC(C)=CC=1)(=O)=O.C(=O)([O-])[O-].[K+].[K+].[I-].[Na+].C[O-].[Na+], predict the reaction product. (3) Given the reactants [F:1][C:2]1[C:11]2[O:10][CH2:9][CH:8]([NH:12][CH2:13][CH2:14][CH2:15][C:16]3[C:24]4[C:19](=[CH:20][CH:21]=[C:22]([F:25])[CH:23]=4)[NH:18][CH:17]=3)[CH2:7][C:6]=2[C:5]([C:26]([NH2:28])=[O:27])=[CH:4][CH:3]=1.[CH:29](=O)[CH2:30][CH2:31][CH2:32][CH3:33].C([BH3-])#N.[Na+].C(=O)CCC, predict the reaction product. The product is: [F:1][C:2]1[C:11]2[O:10][CH2:9][CH:8]([N:12]([CH2:13][CH2:14][CH2:15][C:16]3[C:24]4[C:19](=[CH:20][CH:21]=[C:22]([F:25])[CH:23]=4)[NH:18][CH:17]=3)[CH2:29][CH2:30][CH2:31][CH2:32][CH3:33])[CH2:7][C:6]=2[C:5]([C:26]([NH2:28])=[O:27])=[CH:4][CH:3]=1. (4) Given the reactants [Cl:1][C:2]1[CH:6]=[CH:5][S:4][C:3]=1[C:7]1[N:8]=[C:9]([NH2:12])[S:10][CH:11]=1.[Cl:13][C:14]1[CH:19]=[CH:18][CH:17]=[C:16]([Cl:20])[C:15]=1[S:21](Cl)(=[O:23])=[O:22], predict the reaction product. The product is: [Cl:13][C:14]1[CH:19]=[CH:18][CH:17]=[C:16]([Cl:20])[C:15]=1[S:21]([NH:12][C:9]1[S:10][CH:11]=[C:7]([C:3]2[S:4][CH:5]=[CH:6][C:2]=2[Cl:1])[N:8]=1)(=[O:23])=[O:22]. (5) Given the reactants [C:1]([O:5][C:6](=[O:24])[NH:7][C:8]1[CH:13]=[C:12]([O:14][CH2:15][CH2:16][O:17][CH3:18])[C:11]([C:19]([F:22])([F:21])[F:20])=[CH:10][C:9]=1[NH2:23])([CH3:4])([CH3:3])[CH3:2].C([O:29][C:30](=O)[CH2:31][C:32]([C:34]1[CH:39]=[CH:38][CH:37]=[C:36]([C:40]2[CH:45]=[CH:44][N:43]=[C:42]([CH3:46])[CH:41]=2)[CH:35]=1)=[O:33])(C)(C)C, predict the reaction product. The product is: [C:1]([O:5][C:6](=[O:24])[NH:7][C:8]1[CH:13]=[C:12]([O:14][CH2:15][CH2:16][O:17][CH3:18])[C:11]([C:19]([F:22])([F:21])[F:20])=[CH:10][C:9]=1[NH:23][C:30](=[O:29])[CH2:31][C:32]([C:34]1[CH:39]=[CH:38][CH:37]=[C:36]([C:40]2[CH:45]=[CH:44][N:43]=[C:42]([CH3:46])[CH:41]=2)[CH:35]=1)=[O:33])([CH3:4])([CH3:2])[CH3:3]. (6) Given the reactants [CH:1]([O:4][C:5](=[O:32])[NH:6][C@@H:7]1[CH2:31][C:10]2[N:11]([CH2:20][C:21]3[C:26]([O:27]CC=C)=[CH:25][CH:24]=[CH:23][N:22]=3)[C:12]3[CH:13]=[CH:14][C:15]([C:18]#[N:19])=[CH:16][C:17]=3[C:9]=2[CH2:8]1)([CH3:3])[CH3:2].O1CCOCC1.C(N(CC)CC)C.C(O)=O, predict the reaction product. The product is: [CH:1]([O:4][C:5](=[O:32])[NH:6][C@@H:7]1[CH2:31][C:10]2[N:11]([CH2:20][C:21]3[C:26]([OH:27])=[CH:25][CH:24]=[CH:23][N:22]=3)[C:12]3[CH:13]=[CH:14][C:15]([C:18]#[N:19])=[CH:16][C:17]=3[C:9]=2[CH2:8]1)([CH3:3])[CH3:2].